Dataset: Catalyst prediction with 721,799 reactions and 888 catalyst types from USPTO. Task: Predict which catalyst facilitates the given reaction. Product: [CH3:8][O:9][C:10]([C:12]1([NH:17][N:18]=[CH:4][CH2:3][C:2]([CH3:7])([CH3:6])[CH3:1])[CH2:16][CH2:15][CH2:14][CH2:13]1)=[O:11]. Reactant: [CH3:1][C:2]([CH3:7])([CH3:6])[CH2:3][CH:4]=O.[CH3:8][O:9][C:10]([C:12]1([NH:17][NH2:18])[CH2:16][CH2:15][CH2:14][CH2:13]1)=[O:11]. The catalyst class is: 5.